Dataset: Reaction yield outcomes from USPTO patents with 853,638 reactions. Task: Predict the reaction yield, written as a fraction of the theoretical maximum amount of product (1.0 means a 100% yield; for example, 0.34 means a 34% yield). (1) The reactants are Br[C:2]1[C:3]2[N:4]([N:9]=[CH:10][N:11]=2)[CH:5]=[C:6]([Cl:8])[CH:7]=1.[O:12]1[CH2:15][CH:14]([N:16]2[CH2:21][CH2:20][N:19]([C:22]3[CH:23]=[CH:24][C:25]([NH2:28])=[N:26][CH:27]=3)[CH2:18][CH2:17]2)[CH2:13]1.C(=O)([O-])[O-].[Cs+].[Cs+].CC1(C)C2C(=C(P(C3C=CC=CC=3)C3C=CC=CC=3)C=CC=2)OC2C(P(C3C=CC=CC=3)C3C=CC=CC=3)=CC=CC1=2. The catalyst is C1C=CC(/C=C/C(/C=C/C2C=CC=CC=2)=O)=CC=1.C1C=CC(/C=C/C(/C=C/C2C=CC=CC=2)=O)=CC=1.C1C=CC(/C=C/C(/C=C/C2C=CC=CC=2)=O)=CC=1.[Pd].[Pd].O1CCOCC1. The product is [Cl:8][C:6]1[CH:7]=[C:2]([NH:28][C:25]2[CH:24]=[CH:23][C:22]([N:19]3[CH2:20][CH2:21][N:16]([CH:14]4[CH2:13][O:12][CH2:15]4)[CH2:17][CH2:18]3)=[CH:27][N:26]=2)[C:3]2[N:4]([N:9]=[CH:10][N:11]=2)[CH:5]=1. The yield is 0.600. (2) The reactants are C([O:3][C:4](=O)[CH2:5][CH2:6][CH2:7][C@@H:8]([CH:18]1[CH2:23][CH2:22][CH2:21][CH2:20][CH2:19]1)[NH:9][C@H](C1C=CC=CC=1)C)C.C([O-])=O.[NH4+]. The catalyst is CO.[Pd]. The product is [CH:18]1([C@H:8]2[NH:9][C:4](=[O:3])[CH2:5][CH2:6][CH2:7]2)[CH2:23][CH2:22][CH2:21][CH2:20][CH2:19]1. The yield is 0.960. (3) The reactants are [F:1][C@@H:2]1[CH2:6][N:5]([C:7](=[O:10])[CH2:8][OH:9])[C@H:4]([C:11]([NH2:13])=[O:12])[CH2:3]1.C(N(CC)CC)C.[C:21]1([S:27](O[S:27]([C:21]2[CH:26]=[CH:25][CH:24]=[CH:23][CH:22]=2)(=[O:29])=[O:28])(=[O:29])=[O:28])[CH:26]=[CH:25][CH:24]=[CH:23][CH:22]=1.O. The catalyst is C(#N)C.C(OCC)(=O)C. The product is [C:21]1([S:27]([O:9][CH2:8][C:7]([N:5]2[CH2:6][C@@H:2]([F:1])[CH2:3][C@H:4]2[C:11]([NH2:13])=[O:12])=[O:10])(=[O:29])=[O:28])[CH:26]=[CH:25][CH:24]=[CH:23][CH:22]=1. The yield is 0.850. (4) The reactants are O[C:2]1([C:16]2[C:24]([OH:25])=[CH:23][C:19]3[O:20][CH2:21][O:22][C:18]=3[CH:17]=2)[C:10](=[O:11])[CH:9]=[C:8]2[O:12][CH2:13][CH2:14][CH2:15][N:6]3[C:7]2=[C:3]1[CH:4]=[CH:5]3.FC(F)(F)C(O)=O.C([SiH](CC)CC)C. The catalyst is ClC(Cl)C. The product is [OH:25][C:24]1[C:16]([CH:2]2[C:10](=[O:11])[CH:9]=[C:8]3[O:12][CH2:13][CH2:14][CH2:15][N:6]4[C:7]3=[C:3]2[CH:4]=[CH:5]4)=[CH:17][C:18]2[O:22][CH2:21][O:20][C:19]=2[CH:23]=1. The yield is 0.820. (5) The reactants are [Br:1][CH2:2][C@@H:3]([OH:12])[CH2:4][C:5]1[CH:10]=[CH:9][CH:8]=[CH:7][C:6]=1O.CC1C=CC(S(OCC2CC3C=CC=C(CC4C=CC=CC=4)C=3O2)(=O)=O)=CC=1. No catalyst specified. The product is [Br:1][CH2:2][C@H:3]1[CH2:4][C:5]2[CH:10]=[CH:9][CH:8]=[CH:7][C:6]=2[O:12]1. The yield is 0.650. (6) The reactants are C1([Li])C=CC=CC=1.[Br-].[O:9]([CH2:27][C:28]1[CH:53]=[CH:52][C:31]([CH2:32][P+](C2C=CC=CC=2)(C2C=CC=CC=2)C2C=CC=CC=2)=[CH:30][CH:29]=1)[Si:10]([C:23]([CH3:26])([CH3:25])[CH3:24])([C:17]1[CH:22]=[CH:21][CH:20]=[CH:19][CH:18]=1)[C:11]1[CH:16]=[CH:15][CH:14]=[CH:13][CH:12]=1.[CH2:54]([N:58]([CH2:69][CH2:70][CH2:71][CH3:72])[C:59]1[CH:66]=[CH:65][C:62]([CH:63]=O)=[C:61]([O:67][CH3:68])[CH:60]=1)[CH2:55][CH2:56][CH3:57].O. The catalyst is O1CCCC1.C(OCC)(=O)C. The product is [CH2:54]([N:58]([CH2:69][CH2:70][CH2:71][CH3:72])[C:59]1[CH:66]=[CH:65][C:62]([CH:63]=[CH:32][C:31]2[CH:30]=[CH:29][C:28]([CH2:27][O:9][Si:10]([C:23]([CH3:26])([CH3:25])[CH3:24])([C:17]3[CH:22]=[CH:21][CH:20]=[CH:19][CH:18]=3)[C:11]3[CH:16]=[CH:15][CH:14]=[CH:13][CH:12]=3)=[CH:53][CH:52]=2)=[C:61]([O:67][CH3:68])[CH:60]=1)[CH2:55][CH2:56][CH3:57]. The yield is 0.947.